From a dataset of B-cell epitopes from IEDB database with 3,159 antigens for binding position prediction. Token-level Classification. Given an antigen amino acid sequence, predict which amino acid positions are active epitope sites capable of antibody binding. Output is a list of indices for active positions. (1) Given the antigen sequence: EVKQENRLLNESESSSQGLLGYYFSDLNFQAPMVVTSSTTGDLSIPSSELENIPSENQYFQSAIWSGFIKVKKSDEYTFATSADNHVTMWVDDQEVINKASNSNKIRLEKGRLYQIKIQYQRENPTEKGLDFKLYWTDSQNKKEVISSDNLQLPELKQKSSNSRKKRSTSAGPTVPDRDNDGIPDSLEVEGYTVDVKNKRTFLSPWISNIHEKKGLTKYKSSPEKWSTASDPYSDFEKVTGRIDKNVSPEARHPLVAAYPIVHVDMENIILSKNEDQSTQNTDSETRTISKNTSTSRTHTSEVHGNAEVHASFFDIGGSVSAGFSNSNSSTVAIDHSLSLAGERTWAETMGLNTADTARLNANIRYVNTGTAPIYNVLPTTSLVLGKNQTLATIKAKENQLSQILAPNNYYPSKNLAPIALNAQDDFSSTPITMNYNQFLELEKTKQLRLDTDQVYGNIATYNFENGRVRVDTGSNWSEVLPQIQETTARIIFNGKDLNL..., which amino acid positions are active epitope sites? The epitope positions are: [706, 707, 708, 709, 710, 711, 712, 713, 714, 715, 716, 717, 718, 719, 720, 721, 722]. The amino acids at these positions are: IINPSENGDTSTNGIKK. (2) Given the antigen sequence: GQFRVIGPGYPIRALVGDEAELPCRISPGKNATGMEVGWYRSPFSRVVHLYRNGKDQDAEQAPEYRERTELLKETISEGKVTLRIQNVRFSDEGGYTCFFRDHSYQEEAAMELKVEDPFYWVNPGVLTLIALVPTILLQVPVGLVFLFLQHRLRGKLRAEVENLHRTFDPHFLRVPCWKITLFVIVPVLGPLVALIICYNWLHRRLAGQFLEELRNPF, which amino acid positions are active epitope sites? The epitope positions are: [175, 176, 177, 178, 179, 180, 181, 182, 183, 184, 185, 186, 187, 188, 189]. The amino acids at these positions are: PCWKITLFVIVPVLG.